From a dataset of Forward reaction prediction with 1.9M reactions from USPTO patents (1976-2016). Predict the product of the given reaction. (1) Given the reactants [Cl:1][C:2]1[CH:7]=[CH:6][CH:5]=[C:4]([Cl:8])[C:3]=1[CH2:9][S:10]([C:13]1[CH:14]=[C:15]2[C:19](=[CH:20][CH:21]=1)[NH:18][C:17](=[O:22])/[C:16]/2=[CH:23]\[C:24]1[NH:28][C:27]([CH3:29])=[C:26]([CH2:30][C:31](O)=[O:32])[C:25]=1[CH3:34])(=[O:12])=[O:11].C1C=CC2N(O)N=NC=2C=1.CCN=C=NCCCN(C)C.[CH:56]1([N:59]2[CH2:64][CH2:63][NH:62][CH2:61][CH2:60]2)[CH2:58][CH2:57]1, predict the reaction product. The product is: [CH:56]1([N:59]2[CH2:64][CH2:63][N:62]([C:31](=[O:32])[CH2:30][C:26]3[C:25]([CH3:34])=[C:24](/[CH:23]=[C:16]4\[C:17](=[O:22])[NH:18][C:19]5[C:15]\4=[CH:14][C:13]([S:10]([CH2:9][C:3]4[C:2]([Cl:1])=[CH:7][CH:6]=[CH:5][C:4]=4[Cl:8])(=[O:11])=[O:12])=[CH:21][CH:20]=5)[NH:28][C:27]=3[CH3:29])[CH2:61][CH2:60]2)[CH2:58][CH2:57]1. (2) Given the reactants [O:1]=[C:2]1[C:11]2[C:6](=[CH:7][CH:8]=[CH:9][CH:10]=2)[N:5]=[C:4]([CH2:12][CH2:13][CH2:14][C:15]([OH:17])=O)[NH:3]1.[NH:18]1[CH2:23][CH2:22][CH:21]([N:24]2[C:28]3[CH:29]=[CH:30][CH:31]=[CH:32][C:27]=3[O:26][C:25]2=[O:33])[CH2:20][CH2:19]1, predict the reaction product. The product is: [O:17]=[C:15]([N:18]1[CH2:19][CH2:20][CH:21]([N:24]2[C:28]3[CH:29]=[CH:30][CH:31]=[CH:32][C:27]=3[O:26][C:25]2=[O:33])[CH2:22][CH2:23]1)[CH2:14][CH2:13][CH2:12][C:4]1[NH:3][C:2](=[O:1])[C:11]2[C:6](=[CH:7][CH:8]=[CH:9][CH:10]=2)[N:5]=1. (3) Given the reactants Br[C:2]1[CH:12]=[CH:11][C:5]2[O:6][C:7]([F:10])([F:9])[O:8][C:4]=2[CH:3]=1.C(=O)([O-])[O-].[Cs+].[Cs+].[CH2:19]([O:22][CH:23]1[CH2:28][CH2:27][CH2:26][CH2:25][O:24]1)[C:20]#[CH:21].C1(P(C2CCCCC2)C2C=CC=CC=2C2C(C(C)C)=CC(C(C)C)=CC=2C(C)C)CCCCC1, predict the reaction product. The product is: [F:9][C:7]1([F:10])[O:6][C:5]2[CH:11]=[CH:12][C:2]([C:21]#[C:20][CH2:19][O:22][CH:23]3[CH2:28][CH2:27][CH2:26][CH2:25][O:24]3)=[CH:3][C:4]=2[O:8]1. (4) Given the reactants [CH:1]([O:4][C:5]1[CH:10]=[CH:9][CH:8]=[CH:7][C:6]=1[OH:11])([CH3:3])[CH3:2].N1C=CC=CC=1.[C:18](Cl)(=[O:20])[CH3:19], predict the reaction product. The product is: [C:18]([O:11][C:6]1[CH:7]=[CH:8][CH:9]=[CH:10][C:5]=1[O:4][CH:1]([CH3:3])[CH3:2])(=[O:20])[CH3:19]. (5) Given the reactants [CH2:1]1[CH2:14][O:13][C:8]23[O:9][CH2:10][CH2:11][O:12][C:3]2([C@:4]2([CH2:27][CH2:26][C@H:25]4[C@@H:15]([C:16](=O)[CH2:17][CH:18]5[C@:23]4([CH3:24])[CH2:22][CH2:21][CH2:20][CH2:19]5)[C@@H:6]2[CH2:7]3)[CH3:5])[O:2]1.[CH2:29]1COC23OCCOC2([C@]2(CC[C@H]4[C@@H](CC(=C)C5[C@]4(C)CCCC5)[C@@H]2C3)C)O1, predict the reaction product. The product is: [CH2:1]1[CH2:14][O:13][C:8]23[O:9][CH2:10][CH2:11][O:12][C:3]2([C@:4]2([CH2:27][CH2:26][C@H:25]4[C@@H:15]([C:16](=[CH2:29])[CH2:17][CH:18]5[C@:23]4([CH3:24])[CH2:22][CH2:21][CH2:20][CH2:19]5)[C@@H:6]2[CH2:7]3)[CH3:5])[O:2]1.